From a dataset of Choline transporter screen with 302,306 compounds. Binary Classification. Given a drug SMILES string, predict its activity (active/inactive) in a high-throughput screening assay against a specified biological target. (1) The drug is S(=O)(=O)(N(C(C(=O)N\N=C1\CCCC1)C)c1ccc(OC)cc1)C. The result is 0 (inactive). (2) The compound is S(=O)(=O)(NCCC(=O)NCc1ncccc1)c1ccc(cc1)C. The result is 0 (inactive). (3) The compound is s\1c2c([nH]c(=O)c1=C/c1ccccc1)cc(C(=O)N1CCc3c(C1)cccc3)cc2. The result is 0 (inactive). (4) The drug is S(=O)(=O)(N1CCC2(OCCO2)CC1)c1ccc(S(=O)(=O)N2CCCC2)cc1. The result is 0 (inactive).